Dataset: Full USPTO retrosynthesis dataset with 1.9M reactions from patents (1976-2016). Task: Predict the reactants needed to synthesize the given product. (1) Given the product [F:13][C:14]1[CH:19]=[CH:18][CH:17]=[CH:16][C:15]=1[C:2]1[CH:10]=[CH:9][C:5]2[O:6][CH2:7][O:8][C:4]=2[C:3]=1[CH:11]=[O:12], predict the reactants needed to synthesize it. The reactants are: Br[C:2]1[CH:10]=[CH:9][C:5]2[O:6][CH2:7][O:8][C:4]=2[C:3]=1[CH:11]=[O:12].[F:13][C:14]1[CH:19]=[CH:18][CH:17]=[CH:16][C:15]=1B(O)O. (2) Given the product [ClH:3].[CH3:13][NH:12][C@@H:14]([CH3:15])[C:16]([NH:17][C@H:18]1[CH2:24][S:23][C:22]2[C:25]([NH:29][C:49](=[O:50])[CH2:48][CH2:47][CH2:46][C:45](=[O:44])[CH3:52])=[CH:26][CH:27]=[CH:28][C:21]=2[N:20]([CH2:30][C:31]2[C:40]3[C:35](=[CH:36][CH:37]=[CH:38][CH:39]=3)[CH:34]=[CH:33][CH:32]=2)[C:19]1=[O:41])=[O:42], predict the reactants needed to synthesize it. The reactants are: P(Cl)(Cl)([Cl:3])=O.C(OC(=O)[N:12]([C@H:14]([C:16](=[O:42])[NH:17][C@H:18]1[CH2:24][S:23][C:22]2[C:25]([NH2:29])=[CH:26][CH:27]=[CH:28][C:21]=2[N:20]([CH2:30][C:31]2[C:40]3[C:35](=[CH:36][CH:37]=[CH:38][CH:39]=3)[CH:34]=[CH:33][CH:32]=2)[C:19]1=[O:41])[CH3:15])[CH3:13])(C)(C)C.[O:44]=[C:45]([CH3:52])[CH2:46][CH2:47][CH2:48][C:49](O)=[O:50].Cl. (3) Given the product [F:11][C:5]1[CH:4]=[C:3]([CH2:2][N:12]2[CH:16]=[CH:15][N:14]=[CH:13]2)[CH:10]=[CH:9][C:6]=1[C:7]#[N:8], predict the reactants needed to synthesize it. The reactants are: Br[CH2:2][C:3]1[CH:10]=[CH:9][C:6]([C:7]#[N:8])=[C:5]([F:11])[CH:4]=1.[NH:12]1[CH:16]=[CH:15][N:14]=[CH:13]1.